This data is from Forward reaction prediction with 1.9M reactions from USPTO patents (1976-2016). The task is: Predict the product of the given reaction. (1) Given the reactants [CH2:1]([N:8]1[CH2:16][C:15]2[C:10](=[CH:11][CH:12]=[C:13](Br)[CH:14]=2)[CH2:9]1)[C:2]1[CH:7]=[CH:6][CH:5]=[CH:4][CH:3]=1.C([Li])CCC.[O:23]1[CH2:28][CH2:27][C:26](=[O:29])[CH2:25][CH2:24]1, predict the reaction product. The product is: [CH2:1]([N:8]1[CH2:16][C:15]2[C:10](=[CH:11][CH:12]=[C:13]([C:26]3([OH:29])[CH2:27][CH2:28][O:23][CH2:24][CH2:25]3)[CH:14]=2)[CH2:9]1)[C:2]1[CH:7]=[CH:6][CH:5]=[CH:4][CH:3]=1. (2) Given the reactants [C:1]1([N:7]=[C:8]=[O:9])[CH:6]=[CH:5][CH:4]=[CH:3][CH:2]=1.[Br:10][C:11]1[CH:12]=[CH:13][C:14]2[NH:19][CH2:18][CH2:17][O:16][C:15]=2[N:20]=1.C(Cl)Cl, predict the reaction product. The product is: [Br:10][C:11]1[CH:12]=[CH:13][C:14]2[N:19]([C:8]([NH:7][C:1]3[CH:6]=[CH:5][CH:4]=[CH:3][CH:2]=3)=[O:9])[CH2:18][CH2:17][O:16][C:15]=2[N:20]=1. (3) Given the reactants [CH3:1][O:2][CH2:3][CH2:4][CH2:5][C:6]1[CH:11]=[CH:10][CH:9]=[CH:8][C:7]=1[C:12]1[N:17]=[CH:16][C:15]([CH2:18]O)=[C:14]([C:20]([F:23])([F:22])[F:21])[CH:13]=1.C1C=CC(P(C2C=CC=CC=2)CCP(C2C=CC=CC=2)C2C=CC=CC=2)=CC=1.C(Br)(Br)(Br)[Br:53], predict the reaction product. The product is: [Br:53][CH2:18][C:15]1[C:14]([C:20]([F:23])([F:22])[F:21])=[CH:13][C:12]([C:7]2[CH:8]=[CH:9][CH:10]=[CH:11][C:6]=2[CH2:5][CH2:4][CH2:3][O:2][CH3:1])=[N:17][CH:16]=1. (4) The product is: [Cl:1][C:2]1[CH:7]=[CH:6][C:5]([C@@H:8]2[N:14]([C@@H:15]([C:17]3[CH:22]=[CH:21][C:20]([Cl:23])=[CH:19][CH:18]=3)[CH3:16])[C:13](=[O:24])[C:12]3[CH:25]=[C:26]([C:33]4[CH:34]=[CH:35][CH:36]=[CH:37][C:32]=4[CH3:31])[CH:27]=[CH:28][C:11]=3[NH:10][C:9]2=[O:30])=[CH:4][CH:3]=1. Given the reactants [Cl:1][C:2]1[CH:7]=[CH:6][C:5]([C@@H:8]2[N:14]([C@@H:15]([C:17]3[CH:22]=[CH:21][C:20]([Cl:23])=[CH:19][CH:18]=3)[CH3:16])[C:13](=[O:24])[C:12]3[CH:25]=[C:26](I)[CH:27]=[CH:28][C:11]=3[NH:10][C:9]2=[O:30])=[CH:4][CH:3]=1.[CH3:31][C:32]1[CH:37]=[CH:36][CH:35]=[CH:34][C:33]=1B(O)O.C(=O)([O-])[O-].[Na+].[Na+], predict the reaction product.